This data is from Reaction yield outcomes from USPTO patents with 853,638 reactions. The task is: Predict the reaction yield, written as a fraction of the theoretical maximum amount of product (1.0 means a 100% yield; for example, 0.34 means a 34% yield). (1) The reactants are C1(P(N=[N+]=[N-])(C2C=CC=CC=2)=[O:8])C=CC=CC=1.[Br:18][C:19]1[N:24]=[C:23](C(O)=O)[CH:22]=[CH:21][CH:20]=1.C([N:30]([CH2:33]C)CC)C.[C:35]([OH:39])([CH3:38])([CH3:37])[CH3:36]. The product is [Br:18][C:19]1[N:24]=[C:23]([NH:30][C:33](=[O:8])[O:39][C:35]([CH3:38])([CH3:37])[CH3:36])[CH:22]=[CH:21][CH:20]=1. The yield is 0.660. No catalyst specified. (2) The reactants are [OH:1][C@@H:2]1[CH2:6][N:5]([CH2:7][CH2:8][N:9]2[C:14](=[O:15])[CH:13]=[N:12][C:11]3[CH:16]=[CH:17][C:18]([O:20][CH3:21])=[N:19][C:10]2=3)[CH2:4][C@@H:3]1[CH2:22][NH:23]C(=O)OCC1C=CC=CC=1. The catalyst is CO.[Pd].[O-2].[Mn+4].[O-2]. The product is [NH2:23][CH2:22][C@@H:3]1[C@H:2]([OH:1])[CH2:6][N:5]([CH2:7][CH2:8][N:9]2[C:14](=[O:15])[CH:13]=[N:12][C:11]3[CH:16]=[CH:17][C:18]([O:20][CH3:21])=[N:19][C:10]2=3)[CH2:4]1. The yield is 0.850. (3) The reactants are Cl[C:2]1[N:7]=[C:6]([NH:8][CH:9]2[CH:13]3[O:14][CH2:15][CH:16]([O:17][CH2:18][CH2:19][OH:20])[CH:12]3[O:11][CH2:10]2)[C:5]([Cl:21])=[CH:4][N:3]=1.Cl.[CH3:23][N:24]1[CH:28]=[C:27]([NH2:29])[CH:26]=[N:25]1.CCN(C(C)C)C(C)C. The catalyst is CCCCO. The product is [Cl:21][C:5]1[C:6]([NH:8][CH:9]2[CH:13]3[O:14][CH2:15][CH:16]([O:17][CH2:18][CH2:19][OH:20])[CH:12]3[O:11][CH2:10]2)=[N:7][C:2]([NH:29][C:27]2[CH:26]=[N:25][N:24]([CH3:23])[CH:28]=2)=[N:3][CH:4]=1. The yield is 0.200.